This data is from NCI-60 drug combinations with 297,098 pairs across 59 cell lines. The task is: Regression. Given two drug SMILES strings and cell line genomic features, predict the synergy score measuring deviation from expected non-interaction effect. (1) Synergy scores: CSS=20.1, Synergy_ZIP=0.362, Synergy_Bliss=5.25, Synergy_Loewe=4.84, Synergy_HSA=5.37. Cell line: MALME-3M. Drug 1: CC(C1=C(C=CC(=C1Cl)F)Cl)OC2=C(N=CC(=C2)C3=CN(N=C3)C4CCNCC4)N. Drug 2: C1=CC(=CC=C1CCCC(=O)O)N(CCCl)CCCl. (2) Drug 1: C1=CC=C(C=C1)NC(=O)CCCCCCC(=O)NO. Drug 2: C1CN(P(=O)(OC1)NCCCl)CCCl. Cell line: OVCAR3. Synergy scores: CSS=21.3, Synergy_ZIP=3.28, Synergy_Bliss=9.51, Synergy_Loewe=-8.45, Synergy_HSA=2.47. (3) Drug 1: CC1=C2C(C(=O)C3(C(CC4C(C3C(C(C2(C)C)(CC1OC(=O)C(C(C5=CC=CC=C5)NC(=O)OC(C)(C)C)O)O)OC(=O)C6=CC=CC=C6)(CO4)OC(=O)C)OC)C)OC. Drug 2: CCN(CC)CCCC(C)NC1=C2C=C(C=CC2=NC3=C1C=CC(=C3)Cl)OC. Cell line: LOX IMVI. Synergy scores: CSS=29.8, Synergy_ZIP=-10.5, Synergy_Bliss=-11.4, Synergy_Loewe=-8.53, Synergy_HSA=-6.83. (4) Drug 1: C1CC(=O)NC(=O)C1N2CC3=C(C2=O)C=CC=C3N. Drug 2: COCCOC1=C(C=C2C(=C1)C(=NC=N2)NC3=CC=CC(=C3)C#C)OCCOC.Cl. Cell line: LOX IMVI. Synergy scores: CSS=1.02, Synergy_ZIP=-3.14, Synergy_Bliss=-7.31, Synergy_Loewe=-5.46, Synergy_HSA=-5.35. (5) Drug 1: C1CN1P(=S)(N2CC2)N3CC3. Drug 2: CCN(CC)CCCC(C)NC1=C2C=C(C=CC2=NC3=C1C=CC(=C3)Cl)OC. Cell line: CAKI-1. Synergy scores: CSS=14.2, Synergy_ZIP=-1.35, Synergy_Bliss=0.461, Synergy_Loewe=-5.97, Synergy_HSA=-5.01. (6) Cell line: OVCAR-5. Drug 2: C1=CC=C(C=C1)NC(=O)CCCCCCC(=O)NO. Synergy scores: CSS=50.8, Synergy_ZIP=0.369, Synergy_Bliss=0.418, Synergy_Loewe=1.38, Synergy_HSA=3.32. Drug 1: COC1=C(C=C2C(=C1)N=CN=C2NC3=CC(=C(C=C3)F)Cl)OCCCN4CCOCC4. (7) Drug 1: C1CN1C2=NC(=NC(=N2)N3CC3)N4CC4. Cell line: MCF7. Drug 2: CC12CCC3C(C1CCC2O)C(CC4=C3C=CC(=C4)O)CCCCCCCCCS(=O)CCCC(C(F)(F)F)(F)F. Synergy scores: CSS=35.7, Synergy_ZIP=-10.6, Synergy_Bliss=-7.45, Synergy_Loewe=-1.40, Synergy_HSA=1.56.